From a dataset of Catalyst prediction with 721,799 reactions and 888 catalyst types from USPTO. Predict which catalyst facilitates the given reaction. (1) Reactant: C(OC([NH:8][C:9]1[S:10][C:11]([C:45]2[CH:50]=[CH:49][CH:48]=[CH:47][N:46]=2)=[CH:12][C:13]=1[C:14]([N:16]1[CH2:21][CH2:20][CH:19]([N:22]2[CH2:34][C:26]3([C:30](=[O:31])[O:29][C:28]([CH3:33])([CH3:32])[CH2:27]3)[N:25]([C:35]([O:37][CH2:38][C:39]3[CH:44]=[CH:43][CH:42]=[CH:41][CH:40]=3)=[O:36])[CH2:24][CH2:23]2)[CH2:18][CH2:17]1)=[O:15])=O)(C)(C)C.C(=O)([O-])O.[Na+]. Product: [NH2:8][C:9]1[S:10][C:11]([C:45]2[CH:50]=[CH:49][CH:48]=[CH:47][N:46]=2)=[CH:12][C:13]=1[C:14]([N:16]1[CH2:17][CH2:18][CH:19]([N:22]2[CH2:34][C:26]3([C:30](=[O:31])[O:29][C:28]([CH3:33])([CH3:32])[CH2:27]3)[N:25]([C:35]([O:37][CH2:38][C:39]3[CH:40]=[CH:41][CH:42]=[CH:43][CH:44]=3)=[O:36])[CH2:24][CH2:23]2)[CH2:20][CH2:21]1)=[O:15]. The catalyst class is: 55. (2) Reactant: [N+:1]([C:4]1[CH:5]=[CH:6][C:7]([N:10]2[CH2:15][CH2:14][O:13][CH2:12][CH2:11]2)=[N:8][CH:9]=1)([O-])=O. Product: [N:10]1([C:7]2[N:8]=[CH:9][C:4]([NH2:1])=[CH:5][CH:6]=2)[CH2:15][CH2:14][O:13][CH2:12][CH2:11]1. The catalyst class is: 553. (3) Reactant: [C:1]([O:5][C:6]([NH:8][C@@H:9]([CH2:13][CH2:14][CH:15]1[CH2:20][CH2:19][CH2:18][CH2:17][CH2:16]1)[C:10]([OH:12])=O)=[O:7])([CH3:4])([CH3:3])[CH3:2].CN1CCOCC1.Cl.[CH3:29][NH:30][O:31][CH3:32].Cl.CN(C)CCCN=C=NCC.Cl. Product: [C:1]([O:5][C:6](=[O:7])[NH:8][C@H:9]([C:10](=[O:12])[N:30]([O:31][CH3:32])[CH3:29])[CH2:13][CH2:14][CH:15]1[CH2:20][CH2:19][CH2:18][CH2:17][CH2:16]1)([CH3:2])([CH3:3])[CH3:4]. The catalyst class is: 4. (4) Product: [Br:27][C:4]1[S:3][C:2]([CH3:1])=[C:6]([CH:7]2[CH2:8][CH2:9][N:10]([C:13]([O:15][C:16]([CH3:19])([CH3:18])[CH3:17])=[O:14])[CH2:11][CH2:12]2)[CH:5]=1. Reactant: [CH3:1][C:2]1[S:3][CH:4]=[CH:5][C:6]=1[CH:7]1[CH2:12][CH2:11][N:10]([C:13]([O:15][C:16]([CH3:19])([CH3:18])[CH3:17])=[O:14])[CH2:9][CH2:8]1.C1C(=O)N([Br:27])C(=O)C1. The catalyst class is: 10. (5) Reactant: [F:1][C:2]1[CH:3]=[C:4]([OH:11])[C:5](=[CH:9][CH:10]=1)[C:6](Cl)=[O:7].C(N(CC)C(C)C)(C)C.Cl.[N+:22]([C:25]1[CH:26]=[C:27]([CH:30]=[CH:31][CH:32]=1)[CH2:28][NH2:29])([O-:24])=[O:23]. Product: [F:1][C:2]1[CH:10]=[CH:9][C:5]([C:6]([NH:29][CH2:28][C:27]2[CH:30]=[CH:31][CH:32]=[C:25]([N+:22]([O-:24])=[O:23])[CH:26]=2)=[O:7])=[C:4]([OH:11])[CH:3]=1. The catalyst class is: 4. (6) Reactant: FC(F)(F)C(O)=O.[CH3:8][N:9]1[CH2:13][CH2:12][C@@:11]([NH:34]C(=O)OC(C)(C)C)([CH2:14][C:15]#[C:16][C:17]2[CH:22]=[C:21]([C:23]3[CH:28]=[CH:27][CH:26]=[C:25]([O:29][C:30]([F:33])([F:32])[F:31])[CH:24]=3)[CH:20]=[CH:19][N:18]=2)[C:10]1=[O:42].C([O-])([O-])=O.[K+].[K+]. Product: [NH2:34][C@@:11]1([CH2:14][C:15]#[C:16][C:17]2[CH:22]=[C:21]([C:23]3[CH:28]=[CH:27][CH:26]=[C:25]([O:29][C:30]([F:33])([F:32])[F:31])[CH:24]=3)[CH:20]=[CH:19][N:18]=2)[CH2:12][CH2:13][N:9]([CH3:8])[C:10]1=[O:42]. The catalyst class is: 2.